This data is from NCI-60 drug combinations with 297,098 pairs across 59 cell lines. The task is: Regression. Given two drug SMILES strings and cell line genomic features, predict the synergy score measuring deviation from expected non-interaction effect. (1) Synergy scores: CSS=14.1, Synergy_ZIP=-3.71, Synergy_Bliss=3.33, Synergy_Loewe=2.72, Synergy_HSA=3.09. Drug 2: C1=NC(=NC(=O)N1C2C(C(C(O2)CO)O)O)N. Drug 1: CS(=O)(=O)C1=CC(=C(C=C1)C(=O)NC2=CC(=C(C=C2)Cl)C3=CC=CC=N3)Cl. Cell line: 786-0. (2) Drug 1: CC1C(C(CC(O1)OC2CC(CC3=C2C(=C4C(=C3O)C(=O)C5=C(C4=O)C(=CC=C5)OC)O)(C(=O)C)O)N)O.Cl. Drug 2: CCC1(CC2CC(C3=C(CCN(C2)C1)C4=CC=CC=C4N3)(C5=C(C=C6C(=C5)C78CCN9C7C(C=CC9)(C(C(C8N6C=O)(C(=O)OC)O)OC(=O)C)CC)OC)C(=O)OC)O.OS(=O)(=O)O. Cell line: MDA-MB-231. Synergy scores: CSS=19.4, Synergy_ZIP=-1.12, Synergy_Bliss=7.33, Synergy_Loewe=3.16, Synergy_HSA=6.32.